Predict the product of the given reaction. From a dataset of Forward reaction prediction with 1.9M reactions from USPTO patents (1976-2016). Given the reactants Br[C:2]1[N:3]=[CH:4][NH:5][CH:6]=1.[Cl:7][C:8]1[CH:13]=[CH:12][C:11](B(O)O)=[CH:10][CH:9]=1.CC1(C)C(C)(C)OB([C:25]2[CH:26]=[CH:27][C:28]3[CH2:35][C@H:34]4[C@:36]5([CH2:40][N:39]([CH2:41][C:42]([F:45])([F:44])[F:43])[S:38](=[O:47])(=[O:46])[NH:37]5)[C@H:31]([CH2:32][CH2:33]4)[CH2:30][C:29]=3[CH:48]=2)O1, predict the reaction product. The product is: [Cl:7][C:8]1[CH:13]=[CH:12][C:11]([N:5]2[CH:6]=[C:2]([C:25]3[CH:26]=[CH:27][C:28]4[CH2:35][C@H:34]5[C@:36]6([CH2:40][N:39]([CH2:41][C:42]([F:45])([F:44])[F:43])[S:38](=[O:46])(=[O:47])[NH:37]6)[C@H:31]([CH2:32][CH2:33]5)[CH2:30][C:29]=4[CH:48]=3)[N:3]=[CH:4]2)=[CH:10][CH:9]=1.